This data is from Forward reaction prediction with 1.9M reactions from USPTO patents (1976-2016). The task is: Predict the product of the given reaction. (1) Given the reactants [CH3:1][C@H:2]1[C@@H:7]2[CH2:8][CH2:9][C:10]([CH3:12])=[CH:11][C@@H:6]2[C@H:5]([C@H:13]([C:15](O)=[O:16])[CH3:14])[CH2:4][CH2:3]1.[N+](=C)=[N-], predict the reaction product. The product is: [CH3:1][C@H:2]1[C@@H:7]2[CH2:8][CH2:9][C:10]([CH3:12])=[CH:11][C@@H:6]2[C@H:5]([C@H:13]([CH:15]=[O:16])[CH3:14])[CH2:4][CH2:3]1. (2) Given the reactants CCN(C(C)C)C(C)C.[F:10][C:11]([F:28])([F:27])[O:12][C:13]1[CH:14]=[CH:15][CH:16]=[C:17]2[C:22]=1[O:21][C:20](=[O:23])[C:19]([C:24]([OH:26])=O)=[CH:18]2.CN(C(ON1N=NC2C=CC=NC1=2)=[N+](C)C)C.F[P-](F)(F)(F)(F)F.[CH2:53]([O:55][C:56]1[CH:61]=[CH:60][C:59]([C:62]2[CH:67]=[CH:66][CH:65]=[C:64]([NH2:68])[CH:63]=2)=[CH:58][C:57]=1[CH3:69])[CH3:54], predict the reaction product. The product is: [CH2:53]([O:55][C:56]1[CH:61]=[CH:60][C:59]([C:62]2[CH:67]=[CH:66][CH:65]=[C:64]([NH:68][C:24]([C:19]3[C:20](=[O:23])[O:21][C:22]4[C:17]([CH:18]=3)=[CH:16][CH:15]=[CH:14][C:13]=4[O:12][C:11]([F:10])([F:28])[F:27])=[O:26])[CH:63]=2)=[CH:58][C:57]=1[CH3:69])[CH3:54]. (3) Given the reactants [I:1][C:2]1[CH:17]=[CH:16][C:5]2[NH:6][C:7]([CH2:12][C:13]([OH:15])=O)=[N:8][S:9](=[O:11])(=[O:10])[C:4]=2[CH:3]=1.[CH2:18]([O:20][C:21]([C@H:23]1[C@@H:28]([NH:29][CH2:30][CH2:31][CH:32]([CH3:34])[CH3:33])[C@H:27]2[CH2:35][C@@H:24]1[CH2:25][CH2:26]2)=[O:22])[CH3:19].Cl.CN(C)CCCN=C=NCC.CN1CCOCC1.Cl, predict the reaction product. The product is: [CH2:18]([O:20][C:21]([C@H:23]1[C@@H:28]([N:29]([C:13](=[O:15])[CH2:12][C:7]2[NH:6][C:5]3[CH:16]=[CH:17][C:2]([I:1])=[CH:3][C:4]=3[S:9](=[O:10])(=[O:11])[N:8]=2)[CH2:30][CH2:31][CH:32]([CH3:34])[CH3:33])[C@H:27]2[CH2:35][C@@H:24]1[CH2:25][CH2:26]2)=[O:22])[CH3:19]. (4) Given the reactants [Br:1][C:2]1[CH:7]=[CH:6][C:5]([NH:8][C:9](=[NH:19])[C:10]2[CH:15]=[CH:14][CH:13]=[CH:12][C:11]=2[CH:16]([CH3:18])[CH3:17])=[CH:4][CH:3]=1.Br[CH2:21][C:22](=O)[C:23]([O:25][CH2:26][CH3:27])=[O:24].C(=O)(O)[O-].[Na+], predict the reaction product. The product is: [CH2:26]([O:25][C:23]([C:22]1[N:19]=[C:9]([C:10]2[CH:15]=[CH:14][CH:13]=[CH:12][C:11]=2[CH:16]([CH3:17])[CH3:18])[N:8]([C:5]2[CH:6]=[CH:7][C:2]([Br:1])=[CH:3][CH:4]=2)[CH:21]=1)=[O:24])[CH3:27]. (5) Given the reactants I[C:2]1[CH:3]=[CH:4][C:5]2[N:6]([CH:8]=[C:9]([C:11]([NH:13][C:14]3[CH:19]=[CH:18][CH:17]=[CH:16][CH:15]=3)=[O:12])[N:10]=2)[CH:7]=1.C([Sn](CCCC)(CCCC)[C:25]([O:27][CH2:28][CH3:29])=[CH2:26])CCC, predict the reaction product. The product is: [CH2:28]([O:27][C:25]([C:2]1[CH:3]=[CH:4][C:5]2[N:6]([CH:8]=[C:9]([C:11]([NH:13][C:14]3[CH:19]=[CH:18][CH:17]=[CH:16][CH:15]=3)=[O:12])[N:10]=2)[CH:7]=1)=[CH2:26])[CH3:29]. (6) Given the reactants [CH2:1]([O:3][C:4](=[O:36])[CH:5]([C:13]1[NH:14][C:15]2[C:20]([C:21]=1[S:22][C:23]([CH3:26])([CH3:25])[CH3:24])=[CH:19][C:18]([O:27][CH2:28][C:29]1[CH:34]=[CH:33][C:32]([CH3:35])=[CH:31][N:30]=1)=[CH:17][CH:16]=2)[CH2:6][C:7]1[CH:12]=[CH:11][CH:10]=[CH:9][CH:8]=1)[CH3:2].Br[CH2:38][CH:39]1[CH2:41][CH2:40]1, predict the reaction product. The product is: [CH2:1]([O:3][C:4](=[O:36])[CH:5]([C:13]1[N:14]([CH2:38][CH:39]2[CH2:41][CH2:40]2)[C:15]2[C:20]([C:21]=1[S:22][C:23]([CH3:25])([CH3:26])[CH3:24])=[CH:19][C:18]([O:27][CH2:28][C:29]1[CH:34]=[CH:33][C:32]([CH3:35])=[CH:31][N:30]=1)=[CH:17][CH:16]=2)[CH2:6][C:7]1[CH:8]=[CH:9][CH:10]=[CH:11][CH:12]=1)[CH3:2]. (7) Given the reactants [OH:1][C:2]1[CH:11]=[CH:10][C:5]([C:6]([O:8][CH3:9])=[O:7])=[CH:4][C:3]=1[I:12].[H-].[Na+].Br[CH2:16][CH:17]=[CH2:18], predict the reaction product. The product is: [CH2:18]([O:1][C:2]1[CH:11]=[CH:10][C:5]([C:6]([O:8][CH3:9])=[O:7])=[CH:4][C:3]=1[I:12])[CH:17]=[CH2:16].